Dataset: Reaction yield outcomes from USPTO patents with 853,638 reactions. Task: Predict the reaction yield, written as a fraction of the theoretical maximum amount of product (1.0 means a 100% yield; for example, 0.34 means a 34% yield). (1) The reactants are [CH2:1]([N:8]1[CH2:13][CH2:12][NH:11][C:10]2[N:14]=[CH:15][C:16]([C:18]3[CH:26]=[CH:25][C:21]([C:22](O)=[O:23])=[CH:20][CH:19]=3)=[CH:17][C:9]1=2)[C:2]1[CH:7]=[CH:6][CH:5]=[CH:4][CH:3]=1.[N:27]1([CH:32]2[CH2:37][CH2:36][NH:35][CH2:34][CH2:33]2)[CH2:31][CH2:30][CH2:29][CH2:28]1. No catalyst specified. The product is [CH2:1]([N:8]1[CH2:13][CH2:12][NH:11][C:10]2[N:14]=[CH:15][C:16]([C:18]3[CH:19]=[CH:20][C:21]([C:22]([N:35]4[CH2:36][CH2:37][CH:32]([N:27]5[CH2:31][CH2:30][CH2:29][CH2:28]5)[CH2:33][CH2:34]4)=[O:23])=[CH:25][CH:26]=3)=[CH:17][C:9]1=2)[C:2]1[CH:3]=[CH:4][CH:5]=[CH:6][CH:7]=1. The yield is 0.220. (2) The reactants are [Br:1][C:2]1[CH:3]=[C:4]2[N:10]=[CH:9][NH:8][C:5]2=[N:6][CH:7]=1.[H-].[Na+].Cl[CH2:14][C:15]1[CH:25]=[CH:24][C:18]2[N:19]=[C:20]([S:22][CH3:23])[O:21][C:17]=2[CH:16]=1.O. The catalyst is CN(C=O)C. The product is [Br:1][C:2]1[CH:3]=[C:4]2[N:10]=[CH:9][N:8]([CH2:14][C:15]3[CH:25]=[CH:24][C:18]4[N:19]=[C:20]([S:22][CH3:23])[O:21][C:17]=4[CH:16]=3)[C:5]2=[N:6][CH:7]=1. The yield is 0.432.